Dataset: Full USPTO retrosynthesis dataset with 1.9M reactions from patents (1976-2016). Task: Predict the reactants needed to synthesize the given product. (1) Given the product [CH3:14][Si:15]([C:18]#[C:19][C:9]1[S:10][CH:11]=[CH:12][N:13]=1)([CH3:17])[CH3:16], predict the reactants needed to synthesize it. The reactants are: C(NC(C)C)(C)C.I[C:9]1[S:10][CH:11]=[CH:12][N:13]=1.[CH3:14][Si:15]([C:18]#[CH:19])([CH3:17])[CH3:16]. (2) The reactants are: O=[C:2]1[C:9]2[CH:8]=[C:7]([C:10]([O:12][CH3:13])=[O:11])[NH:6][C:5]=2[CH2:4][CH2:3]1.[CH3:14][C:15]1[CH:16]=[C:17]([Mg]Br)[CH:18]=[C:19]([CH3:21])[CH:20]=1. Given the product [CH3:14][C:15]1[CH:16]=[C:17]([CH:2]2[C:9]3[CH:8]=[C:7]([C:10]([O:12][CH3:13])=[O:11])[NH:6][C:5]=3[CH2:4][CH2:3]2)[CH:18]=[C:19]([CH3:21])[CH:20]=1, predict the reactants needed to synthesize it. (3) Given the product [F:1][C:2]1[CH:7]=[CH:6][C:5]([C:8](=[O:20])[CH2:9][CH2:10][CH2:11][CH:12]([OH:13])[N:14]2[CH2:19][CH2:18][O:17][CH2:16][CH2:15]2)=[CH:4][CH:3]=1, predict the reactants needed to synthesize it. The reactants are: [F:1][C:2]1[CH:7]=[CH:6][C:5]([C:8](=[O:20])[CH2:9][CH2:10][CH2:11][C:12]([N:14]2[CH2:19][CH2:18][O:17][CH2:16][CH2:15]2)=[O:13])=[CH:4][CH:3]=1.B(Cl)(C1C(C)C2C(C)(C)C(C2)C1)C1C(C)C2C(C)(C)C(C2)C1. (4) Given the product [C:8]1([C:18]([O:3][CH3:1])=[O:19])[C:9]2[CH2:10][CH2:11][CH2:12][CH2:13][C:14]=2[CH:5]=[CH:6][CH:7]=1, predict the reactants needed to synthesize it. The reactants are: [C:1](Cl)(=[O:3])C.[CH:5]1[C:14]2[CH2:13][CH2:12][CH2:11][CH2:10][C:9]=2[CH:8]=[CH:7][C:6]=1C(O)=O.[CH3:18][OH:19]. (5) Given the product [CH3:1][C:2]1[O:6][N:5]=[C:4]([C:7]2[CH:12]=[CH:11][CH:10]=[CH:9][CH:8]=2)[C:3]=1[CH2:13][O:14][C:15]1[N:20]=[CH:19][C:18]([NH:21][C:22](=[O:26])[CH:23]([CH3:25])[CH3:24])=[CH:17][CH:16]=1, predict the reactants needed to synthesize it. The reactants are: [CH3:1][C:2]1[O:6][N:5]=[C:4]([C:7]2[CH:12]=[CH:11][CH:10]=[CH:9][CH:8]=2)[C:3]=1[CH2:13][O:14][C:15]1[N:20]=[CH:19][C:18]([NH2:21])=[CH:17][CH:16]=1.[C:22](Cl)(=[O:26])[CH:23]([CH3:25])[CH3:24].C(OC(C)C)(C)C. (6) Given the product [F:26][C:25]([F:28])([F:27])[C:23]([O-:29])=[O:24].[F:21][C:18]1[CH:19]=[CH:20][C:15]([CH2:14][N:11]2[CH2:12][CH2:13][NH2+:8][CH2:9][C:10]2=[O:22])=[CH:16][CH:17]=1, predict the reactants needed to synthesize it. The reactants are: C(OC([N:8]1[CH2:13][CH2:12][N:11]([CH2:14][C:15]2[CH:20]=[CH:19][C:18]([F:21])=[CH:17][CH:16]=2)[C:10](=[O:22])[CH2:9]1)=O)(C)(C)C.[C:23]([OH:29])([C:25]([F:28])([F:27])[F:26])=[O:24]. (7) Given the product [C:1]([Si:5]([C:26]1[CH:31]=[CH:30][CH:29]=[CH:28][CH:27]=1)([C:32]1[CH:33]=[CH:34][CH:35]=[CH:36][CH:37]=1)[O:6][CH2:7][C:8]([F:25])([F:24])[CH2:9][N:10]1[CH:11]([CH3:23])[CH2:12][C:13]2[C:21]3[C:16](=[CH:17][CH:18]=[C:19]([F:22])[CH:20]=3)[NH:15][C:14]=2[CH:43]1[C:42]1[C:45]([F:47])=[CH:46][C:39]([I:38])=[CH:40][C:41]=1[F:48])([CH3:2])([CH3:3])[CH3:4], predict the reactants needed to synthesize it. The reactants are: [C:1]([Si:5]([C:32]1[CH:37]=[CH:36][CH:35]=[CH:34][CH:33]=1)([C:26]1[CH:31]=[CH:30][CH:29]=[CH:28][CH:27]=1)[O:6][CH2:7][C:8]([F:25])([F:24])[CH2:9][NH:10][CH:11]([CH3:23])[CH2:12][C:13]1[C:21]2[C:16](=[CH:17][CH:18]=[C:19]([F:22])[CH:20]=2)[NH:15][CH:14]=1)([CH3:4])([CH3:3])[CH3:2].[I:38][C:39]1[CH:46]=[C:45]([F:47])[C:42]([CH:43]=O)=[C:41]([F:48])[CH:40]=1.C(O)(=O)C. (8) Given the product [Cl:11][C:12]1[CH:17]=[CH:16][C:15]2[N:18]([CH2:2][CH2:3][N:4]3[CH2:8][CH2:7][CH:6]([CH3:9])[CH2:5]3)[C:24]3[CH2:25][CH2:26][N:21]([CH3:20])[CH2:22][C:23]=3[C:14]=2[CH:13]=1, predict the reactants needed to synthesize it. The reactants are: Br[CH2:2][CH2:3][N:4]1[CH2:8][CH2:7][CH:6]([CH3:9])[CH2:5]1.Cl.[Cl:11][C:12]1[CH:17]=[CH:16][C:15]([NH:18]N)=[CH:14][CH:13]=1.[CH3:20][N:21]1[CH2:26][CH2:25][C:24](=O)[CH2:23][CH2:22]1.